This data is from Full USPTO retrosynthesis dataset with 1.9M reactions from patents (1976-2016). The task is: Predict the reactants needed to synthesize the given product. (1) The reactants are: [Cl:1][C:2]1[CH:7]=[C:6]([Cl:8])[CH:5]=[CH:4][C:3]=1[N:9]1[C:17]2[CH2:16][CH2:15][N:14]([N:18]3[CH2:23][CH2:22][CH2:21][CH2:20][CH2:19]3)[C:13](=[O:24])[C:12]=2[C:11]([CH3:25])=[C:10]1[C:26]1[CH:31]=[CH:30][C:29]([CH:32]=[CH:33][CH2:34][CH2:35][CH3:36])=[CH:28][CH:27]=1. Given the product [Cl:1][C:2]1[CH:7]=[C:6]([Cl:8])[CH:5]=[CH:4][C:3]=1[N:9]1[C:17]2[CH2:16][CH2:15][N:14]([N:18]3[CH2:19][CH2:20][CH2:21][CH2:22][CH2:23]3)[C:13](=[O:24])[C:12]=2[C:11]([CH3:25])=[C:10]1[C:26]1[CH:27]=[CH:28][C:29]([CH2:32][CH2:33][CH2:34][CH2:35][CH3:36])=[CH:30][CH:31]=1, predict the reactants needed to synthesize it. (2) The reactants are: Cl[C:2]1[C:11]2[C:6](=[CH:7][C:8]([O:14][CH3:15])=[C:9]([O:12][CH3:13])[CH:10]=2)[N:5]=[CH:4][CH:3]=1.[OH:16][C:17]1[CH:22]=[CH:21][CH:20]=[CH:19][C:18]=1[C:23](=[O:25])[CH3:24]. Given the product [CH3:13][O:12][C:9]1[CH:10]=[C:11]2[C:6](=[CH:7][C:8]=1[O:14][CH3:15])[N:5]=[CH:4][CH:3]=[C:2]2[O:16][C:17]1[CH:22]=[CH:21][CH:20]=[CH:19][C:18]=1[C:23](=[O:25])[CH3:24], predict the reactants needed to synthesize it.